From a dataset of Reaction yield outcomes from USPTO patents with 853,638 reactions. Predict the reaction yield, written as a fraction of the theoretical maximum amount of product (1.0 means a 100% yield; for example, 0.34 means a 34% yield). (1) The reactants are [Cl:1][C:2]1[N:3]=[C:4](Cl)[C:5]2[C:10]([C:11]3[CH:20]=[CH:19][C:14]4[N:15]=[C:16]([CH3:18])[O:17][C:13]=4[CH:12]=3)=[CH:9][N:8]([CH2:21][O:22][CH2:23][CH2:24][Si:25]([CH3:28])([CH3:27])[CH3:26])[C:6]=2[N:7]=1.[O:30]1[CH2:34][CH2:33][C@H:32]([OH:35])[CH2:31]1.CC(C)([O-])C.[Na+]. The catalyst is O1CCOCC1. The product is [Cl:1][C:2]1[N:3]=[C:4]([O:35][C@H:32]2[CH2:33][CH2:34][O:30][CH2:31]2)[C:5]2[C:10]([C:11]3[CH:20]=[CH:19][C:14]4[N:15]=[C:16]([CH3:18])[O:17][C:13]=4[CH:12]=3)=[CH:9][N:8]([CH2:21][O:22][CH2:23][CH2:24][Si:25]([CH3:28])([CH3:26])[CH3:27])[C:6]=2[N:7]=1. The yield is 0.900. (2) The reactants are [Br:1][C:2]1[CH:7]=[CH:6][C:5]([OH:8])=[CH:4][C:3]=1[CH:9]([CH3:11])[CH3:10].Cl[Si:13]([C:16]([CH3:19])([CH3:18])[CH3:17])([CH3:15])[CH3:14].N1C=CN=C1. The catalyst is CN(C=O)C.O. The product is [Br:1][C:2]1[CH:7]=[CH:6][C:5]([O:8][Si:13]([C:16]([CH3:19])([CH3:18])[CH3:17])([CH3:15])[CH3:14])=[CH:4][C:3]=1[CH:9]([CH3:11])[CH3:10]. The yield is 0.870. (3) The reactants are [F:1][C:2]1[CH:3]=[CH:4][C:5]2[N:6]([C:8]([C:11]3[N:16]=[C:15]([NH:17][C@@H:18]4[CH2:23][CH2:22][CH2:21][N:20](C(OC(C)(C)C)=O)[CH2:19]4)[C:14]([C:31]([F:34])([F:33])[F:32])=[C:13]([O:35][CH3:36])[N:12]=3)=[CH:9][N:10]=2)[CH:7]=1.FC(F)(F)C(O)=O. No catalyst specified. The product is [F:1][C:2]1[CH:3]=[CH:4][C:5]2[N:6]([C:8]([C:11]3[N:16]=[C:15]([NH:17][C@@H:18]4[CH2:23][CH2:22][CH2:21][NH:20][CH2:19]4)[C:14]([C:31]([F:32])([F:33])[F:34])=[C:13]([O:35][CH3:36])[N:12]=3)=[CH:9][N:10]=2)[CH:7]=1. The yield is 0.950. (4) The reactants are Cl[C:2](Cl)([O:4][C:5](=[O:11])OC(Cl)(Cl)Cl)Cl.O[C:14]1[CH:19]=[CH:18][CH:17]=C[N:15]=1.CCN(CC)CC.[N:27]12[CH2:35][CH2:34][CH:31]([CH2:32][CH2:33]1)[NH:30][CH2:29][CH2:28]2. The catalyst is C(Cl)CCl.CN(C1C=CN=CC=1)C. The product is [N:15]1[CH:14]=[CH:19][CH:18]=[CH:17][C:2]=1[O:4][C:5]([N:30]1[CH:31]2[CH2:34][CH2:35][N:27]([CH2:33][CH2:32]2)[CH2:28][CH2:29]1)=[O:11]. The yield is 0.380. (5) The reactants are Cl.[C:2]([O:6][C:7]([N:9]1[CH2:12][CH:11]([CH2:13][NH2:14])[CH2:10]1)=[O:8])([CH3:5])([CH3:4])[CH3:3].CCN(CC)CC.[Cl:22][C:23]1[N:28]=[C:27](Cl)[N:26]=[C:25]([N:30]2[CH2:35][CH2:34][O:33][CH2:32][CH2:31]2)[N:24]=1. The catalyst is C1COCC1. The product is [C:2]([O:6][C:7]([N:9]1[CH2:12][CH:11]([CH2:13][NH:14][C:27]2[N:28]=[C:23]([Cl:22])[N:24]=[C:25]([N:30]3[CH2:31][CH2:32][O:33][CH2:34][CH2:35]3)[N:26]=2)[CH2:10]1)=[O:8])([CH3:5])([CH3:4])[CH3:3]. The yield is 0.460. (6) The product is [Cl:38][C:35]1[CH:36]=[CH:37][C:32]([CH:28]([C:29]([N:6]2[CH2:5][CH2:4][N:3]([C:9]3[C:10]4[CH2:17][CH2:16][CH:15]([OH:18])[C:11]=4[N:12]=[CH:13][N:14]=3)[CH2:8][CH2:7]2)=[O:30])[CH2:27][N:26]([CH:39]([CH3:40])[CH3:41])[C:24](=[O:25])[O:23][C:19]([CH3:21])([CH3:20])[CH3:22])=[CH:33][CH:34]=1. The catalyst is C(Cl)Cl. The reactants are Cl.Cl.[N:3]1([C:9]2[C:10]3[CH2:17][CH2:16][CH:15]([OH:18])[C:11]=3[N:12]=[CH:13][N:14]=2)[CH2:8][CH2:7][NH:6][CH2:5][CH2:4]1.[C:19]([O:23][C:24]([N:26]([CH:39]([CH3:41])[CH3:40])[CH2:27][CH:28]([C:32]1[CH:37]=[CH:36][C:35]([Cl:38])=[CH:34][CH:33]=1)[C:29](O)=[O:30])=[O:25])([CH3:22])([CH3:21])[CH3:20].CN(C(ON1N=NC2C=CC=CC1=2)=[N+](C)C)C.F[P-](F)(F)(F)(F)F. The yield is 0.660. (7) The reactants are Br[CH2:2][C:3]1[C:12]([Cl:13])=[N:11][CH:10]=[CH:9][C:4]=1[C:5]([O:7]C)=O.Cl.[F:15][C:16]([F:29])([F:28])[CH2:17][O:18][C:19]1[CH:24]=[CH:23][C:22]([CH:25]([NH2:27])[CH3:26])=[CH:21][CH:20]=1. No catalyst specified. The product is [Cl:13][C:12]1[C:3]2[CH2:2][N:27]([CH:25]([C:22]3[CH:21]=[CH:20][C:19]([O:18][CH2:17][C:16]([F:15])([F:28])[F:29])=[CH:24][CH:23]=3)[CH3:26])[C:5](=[O:7])[C:4]=2[CH:9]=[CH:10][N:11]=1. The yield is 0.620.